Dataset: NCI-60 drug combinations with 297,098 pairs across 59 cell lines. Task: Regression. Given two drug SMILES strings and cell line genomic features, predict the synergy score measuring deviation from expected non-interaction effect. (1) Drug 1: CNC(=O)C1=CC=CC=C1SC2=CC3=C(C=C2)C(=NN3)C=CC4=CC=CC=N4. Drug 2: CN1C(=O)N2C=NC(=C2N=N1)C(=O)N. Cell line: MOLT-4. Synergy scores: CSS=17.7, Synergy_ZIP=9.28, Synergy_Bliss=6.40, Synergy_Loewe=-29.0, Synergy_HSA=-0.858. (2) Drug 1: CC1C(C(=O)NC(C(=O)N2CCCC2C(=O)N(CC(=O)N(C(C(=O)O1)C(C)C)C)C)C(C)C)NC(=O)C3=C4C(=C(C=C3)C)OC5=C(C(=O)C(=C(C5=N4)C(=O)NC6C(OC(=O)C(N(C(=O)CN(C(=O)C7CCCN7C(=O)C(NC6=O)C(C)C)C)C)C(C)C)C)N)C. Drug 2: C1CC(=O)NC(=O)C1N2C(=O)C3=CC=CC=C3C2=O. Cell line: SK-OV-3. Synergy scores: CSS=1.86, Synergy_ZIP=-5.27, Synergy_Bliss=-2.64, Synergy_Loewe=-17.5, Synergy_HSA=-3.23. (3) Drug 1: C1=CC(=CC=C1CCCC(=O)O)N(CCCl)CCCl. Drug 2: C1CN(CCN1C(=O)CCBr)C(=O)CCBr. Cell line: OVCAR-8. Synergy scores: CSS=27.9, Synergy_ZIP=-6.70, Synergy_Bliss=0.214, Synergy_Loewe=-3.48, Synergy_HSA=2.02. (4) Drug 1: C1CCN(CC1)CCOC2=CC=C(C=C2)C(=O)C3=C(SC4=C3C=CC(=C4)O)C5=CC=C(C=C5)O. Drug 2: C1=CC(=CC=C1CCCC(=O)O)N(CCCl)CCCl. Cell line: SF-295. Synergy scores: CSS=22.1, Synergy_ZIP=1.51, Synergy_Bliss=1.19, Synergy_Loewe=0.440, Synergy_HSA=0.873. (5) Drug 1: CC1C(C(CC(O1)OC2CC(CC3=C2C(=C4C(=C3O)C(=O)C5=C(C4=O)C(=CC=C5)OC)O)(C(=O)C)O)N)O.Cl. Drug 2: C1=CC(=CC=C1C#N)C(C2=CC=C(C=C2)C#N)N3C=NC=N3. Cell line: SNB-19. Synergy scores: CSS=11.6, Synergy_ZIP=-7.59, Synergy_Bliss=-0.255, Synergy_Loewe=-24.3, Synergy_HSA=-0.114. (6) Drug 1: C1C(C(OC1N2C=NC3=C(N=C(N=C32)Cl)N)CO)O. Drug 2: CNC(=O)C1=NC=CC(=C1)OC2=CC=C(C=C2)NC(=O)NC3=CC(=C(C=C3)Cl)C(F)(F)F. Cell line: TK-10. Synergy scores: CSS=13.2, Synergy_ZIP=1.92, Synergy_Bliss=6.39, Synergy_Loewe=-7.01, Synergy_HSA=-3.99. (7) Drug 1: C1CCC(CC1)NC(=O)N(CCCl)N=O. Drug 2: C1=CC(=CC=C1C#N)C(C2=CC=C(C=C2)C#N)N3C=NC=N3. Cell line: OVCAR3. Synergy scores: CSS=10.6, Synergy_ZIP=-2.98, Synergy_Bliss=-4.34, Synergy_Loewe=-4.66, Synergy_HSA=-5.69. (8) Drug 1: CCCS(=O)(=O)NC1=C(C(=C(C=C1)F)C(=O)C2=CNC3=C2C=C(C=N3)C4=CC=C(C=C4)Cl)F. Drug 2: C1=CC=C(C(=C1)C(C2=CC=C(C=C2)Cl)C(Cl)Cl)Cl. Cell line: ACHN. Synergy scores: CSS=21.7, Synergy_ZIP=10.0, Synergy_Bliss=13.1, Synergy_Loewe=12.1, Synergy_HSA=12.0.